This data is from Forward reaction prediction with 1.9M reactions from USPTO patents (1976-2016). The task is: Predict the product of the given reaction. Given the reactants [NH:1]1[CH2:6][CH2:5][CH2:4][CH2:3][CH2:2]1.[CH2:7]=O.O.[OH:10][CH2:11][CH2:12][O:13][NH:14][C:15]([C:17]1[C:18]([NH:27][C:28]2[CH:33]=[CH:32][C:31]([Br:34])=[CH:30][C:29]=2[Cl:35])=[C:19]([Cl:26])[C:20]2[N:21]([CH:23]=[CH:24][N:25]=2)[CH:22]=1)=[O:16], predict the reaction product. The product is: [OH:10][CH2:11][CH2:12][O:13][NH:14][C:15]([C:17]1[C:18]([NH:27][C:28]2[CH:33]=[CH:32][C:31]([Br:34])=[CH:30][C:29]=2[Cl:35])=[C:19]([Cl:26])[C:20]2[N:21]([C:23]([CH2:7][N:1]3[CH2:6][CH2:5][CH2:4][CH2:3][CH2:2]3)=[CH:24][N:25]=2)[CH:22]=1)=[O:16].